This data is from Forward reaction prediction with 1.9M reactions from USPTO patents (1976-2016). The task is: Predict the product of the given reaction. (1) Given the reactants [F:1][C:2]([F:19])([CH2:12][C:13]1[CH:18]=[CH:17][CH:16]=[CH:15][CH:14]=1)[CH2:3][C@H:4]([N:9]=[C:10]=[O:11])[C:5]([O:7][CH3:8])=[O:6].[CH2:20]1[C:24]2([CH2:29][CH2:28][NH:27][CH2:26][CH2:25]2)[CH2:23][CH2:22][CH2:21]1.CCN(C(C)C)C(C)C, predict the reaction product. The product is: [CH2:23]1[C:24]2([CH2:29][CH2:28][N:27]([C:10]([NH:9][C@@H:4]([CH2:3][C:2]([F:19])([F:1])[CH2:12][C:13]3[CH:14]=[CH:15][CH:16]=[CH:17][CH:18]=3)[C:5]([O:7][CH3:8])=[O:6])=[O:11])[CH2:26][CH2:25]2)[CH2:20][CH2:21][CH2:22]1. (2) Given the reactants [C:1]([O:5][C:6](=[O:28])[NH:7][C:8]1[C:13]([NH2:14])=[CH:12][C:11]([C:15]2[CH:20]=[CH:19][CH:18]=[CH:17][C:16]=2[F:21])=[C:10]([O:22][CH2:23][C:24]([F:27])([F:26])[F:25])[CH:9]=1)([CH3:4])([CH3:3])[CH3:2].C([O:33][C:34](=O)[CH2:35][C:36](=[O:56])[C:37]1[CH:42]=[CH:41][CH:40]=[C:39]([N:43]2[C:47]([CH2:48][O:49][CH:50]3[CH2:55][CH2:54][CH2:53][CH2:52][O:51]3)=[CH:46][N:45]=[N:44]2)[CH:38]=1)(C)(C)C, predict the reaction product. The product is: [C:1]([O:5][C:6](=[O:28])[NH:7][C:8]1[C:13]([NH:14][C:34](=[O:33])[CH2:35][C:36](=[O:56])[C:37]2[CH:42]=[CH:41][CH:40]=[C:39]([N:43]3[C:47]([CH2:48][O:49][CH:50]4[CH2:55][CH2:54][CH2:53][CH2:52][O:51]4)=[CH:46][N:45]=[N:44]3)[CH:38]=2)=[CH:12][C:11]([C:15]2[CH:20]=[CH:19][CH:18]=[CH:17][C:16]=2[F:21])=[C:10]([O:22][CH2:23][C:24]([F:25])([F:26])[F:27])[CH:9]=1)([CH3:4])([CH3:2])[CH3:3]. (3) Given the reactants [F:1][C:2]1([F:47])[CH2:7][CH2:6][CH:5]([C:8]2[C:17]3[CH:16]([OH:18])[CH2:15][C:14]([CH3:20])([CH3:19])[CH2:13][C:12]=3[N:11]=[C:10]([CH:21]3[CH2:26][CH2:25][N:24]([C:27]4[N:32]=[CH:31][C:30](C=O)=[CH:29][N:28]=4)[CH2:23][CH2:22]3)[C:9]=2[CH:35]([F:46])[C:36]2[CH:41]=[CH:40][C:39]([C:42]([F:45])([F:44])[F:43])=[CH:38][CH:37]=2)[CH2:4][CH2:3]1.[C:48]([OH:51])(=O)[CH3:49].[CH3:52][NH:53][CH2:54]CO.C(O[BH-](OC(=O)C)OC(=O)C)(=O)C.[Na+].C(=O)([O-])O.[Na+], predict the reaction product. The product is: [F:1][C:2]1([F:47])[CH2:3][CH2:4][CH:5]([C:8]2[C:17]3[CH:16]([OH:18])[CH2:15][C:14]([CH3:20])([CH3:19])[CH2:13][C:12]=3[N:11]=[C:10]([CH:21]3[CH2:26][CH2:25][N:24]([C:27]4[N:32]=[CH:31][C:30]([CH2:52][N:53]([CH2:49][CH2:48][OH:51])[CH3:54])=[CH:29][N:28]=4)[CH2:23][CH2:22]3)[C:9]=2[CH:35]([F:46])[C:36]2[CH:41]=[CH:40][C:39]([C:42]([F:45])([F:43])[F:44])=[CH:38][CH:37]=2)[CH2:6][CH2:7]1. (4) Given the reactants Cl[C:2]1[CH:7]=[C:6]([C:8]([F:11])([F:10])[F:9])[N:5]=[C:4]([C:12]2[CH:13]=[N:14][CH:15]=[CH:16][CH:17]=2)[N:3]=1.[NH:18]1[C:26]2[C:21](=[CH:22][C:23]([NH2:27])=[CH:24][CH:25]=2)[CH:20]=[CH:19]1.C(=O)([O-])[O-].[K+].[K+], predict the reaction product. The product is: [NH:18]1[C:26]2[C:21](=[CH:22][C:23]([NH:27][C:2]3[CH:7]=[C:6]([C:8]([F:11])([F:10])[F:9])[N:5]=[C:4]([C:12]4[CH:13]=[N:14][CH:15]=[CH:16][CH:17]=4)[N:3]=3)=[CH:24][CH:25]=2)[CH:20]=[CH:19]1. (5) Given the reactants [NH:1]1[C:9]2[CH2:8][CH2:7][CH:6]([NH:10][C:11](=[O:17])[O:12][C:13]([CH3:16])([CH3:15])[CH3:14])[CH2:5][C:4]=2[CH:3]=[N:2]1.Br[C:19]1[S:20][C:21]([C:25]([O:27][CH2:28][CH3:29])=[O:26])=[C:22]([CH3:24])[N:23]=1.N1CCC[C@H]1C(O)=O.C(=O)([O-])[O-].[K+].[K+], predict the reaction product. The product is: [C:13]([O:12][C:11]([NH:10][CH:6]1[CH2:7][CH2:8][C:9]2[N:1]([C:19]3[S:20][C:21]([C:25]([O:27][CH2:28][CH3:29])=[O:26])=[C:22]([CH3:24])[N:23]=3)[N:2]=[CH:3][C:4]=2[CH2:5]1)=[O:17])([CH3:14])([CH3:16])[CH3:15].